Dataset: Forward reaction prediction with 1.9M reactions from USPTO patents (1976-2016). Task: Predict the product of the given reaction. Given the reactants [NH2:1][C:2]1[CH:3]=[N:4][CH:5]=[C:6]([F:8])[CH:7]=1.C(N(CC)CC)C.[Cl:16][CH2:17][C:18](Cl)=[O:19], predict the reaction product. The product is: [Cl:16][CH2:17][C:18]([NH:1][C:2]1[CH:3]=[N:4][CH:5]=[C:6]([F:8])[CH:7]=1)=[O:19].